The task is: Predict which catalyst facilitates the given reaction.. This data is from Catalyst prediction with 721,799 reactions and 888 catalyst types from USPTO. (1) Reactant: Br[C:2]1[CH:3]=[CH:4][C:5]2[O:6][CH2:7][C:8](=[O:21])[N:9]([CH2:12][C:13]3[CH:18]=[CH:17][C:16]([O:19][CH3:20])=[CH:15][CH:14]=3)[C:10]=2[N:11]=1.[C:22](=[O:29])([O:24][C:25]([CH3:28])([CH3:27])[CH3:26])[NH2:23].C([O-])([O-])=O.[Cs+].[Cs+].CC1(C)C2C(=C(P(C3C=CC=CC=3)C3C=CC=CC=3)C=CC=2)OC2C(P(C3C=CC=CC=3)C3C=CC=CC=3)=CC=CC1=2. Product: [C:25]([O:24][C:22](=[O:29])[NH:23][C:2]1[CH:3]=[CH:4][C:5]2[O:6][CH2:7][C:8](=[O:21])[N:9]([CH2:12][C:13]3[CH:18]=[CH:17][C:16]([O:19][CH3:20])=[CH:15][CH:14]=3)[C:10]=2[N:11]=1)([CH3:28])([CH3:27])[CH3:26]. The catalyst class is: 62. (2) Product: [Cl:1][C:2]1[CH:3]=[CH:4][C:5]([CH:8]2[CH2:11][CH2:10][CH:9]2[NH:12][C:24](=[O:25])[C:23]2[CH:27]=[CH:28][CH:29]=[CH:30][C:22]=2[C:21]([F:20])([F:31])[F:32])=[CH:6][CH:7]=1. The catalyst class is: 1. Reactant: [Cl:1][C:2]1[CH:7]=[CH:6][C:5]([CH:8]2[CH2:11][CH2:10][CH:9]2[NH2:12])=[CH:4][CH:3]=1.C(N(CC)CC)C.[F:20][C:21]([F:32])([F:31])[C:22]1[CH:30]=[CH:29][CH:28]=[CH:27][C:23]=1[C:24](Cl)=[O:25]. (3) The catalyst class is: 58. Reactant: [H-].[Na+].[I-].[CH3:4][S+](C)(C)=O.[Si:9]([O:26][CH:27]1[CH2:32][CH2:31][C:30](=[O:33])[CH2:29][CH2:28]1)([C:22]([CH3:25])([CH3:24])[CH3:23])([C:16]1[CH:21]=[CH:20][CH:19]=[CH:18][CH:17]=1)[C:10]1[CH:15]=[CH:14][CH:13]=[CH:12][CH:11]=1. Product: [C:22]([Si:9]([O:26][CH:27]1[CH2:32][CH2:31][C:30]2([O:33][CH2:4]2)[CH2:29][CH2:28]1)([C:16]1[CH:21]=[CH:20][CH:19]=[CH:18][CH:17]=1)[C:10]1[CH:11]=[CH:12][CH:13]=[CH:14][CH:15]=1)([CH3:25])([CH3:23])[CH3:24].